From a dataset of Forward reaction prediction with 1.9M reactions from USPTO patents (1976-2016). Predict the product of the given reaction. (1) Given the reactants [N:1]#[C:2][NH2:3].[CH3:4][O-].[Na+].[Cl:7][C:8]1[CH:13]=[C:12]([N:14]=[C:15]=[S:16])[CH:11]=[C:10]([Cl:17])[C:9]=1[S:18][C:19]1[CH:24]=[CH:23][CH:22]=[C:21]([C:25]([F:28])([F:27])[F:26])[CH:20]=1.IC, predict the reaction product. The product is: [C:2](/[N:3]=[C:15](\[S:16][CH3:4])/[NH:14][C:12]1[CH:11]=[C:10]([Cl:17])[C:9]([S:18][C:19]2[CH:24]=[CH:23][CH:22]=[C:21]([C:25]([F:27])([F:28])[F:26])[CH:20]=2)=[C:8]([Cl:7])[CH:13]=1)#[N:1]. (2) Given the reactants CCCC[N+](CCCC)(CCCC)CCCC.[F-].[Cl:19][C:20]1[CH:25]=[CH:24][C:23]([C:26]2[N:27]=[N:28][C:29]([C:32]#[C:33][Si](C)(C)C)=[CH:30][CH:31]=2)=[CH:22][CH:21]=1, predict the reaction product. The product is: [Cl:19][C:20]1[CH:21]=[CH:22][C:23]([C:26]2[N:27]=[N:28][C:29]([C:32]#[CH:33])=[CH:30][CH:31]=2)=[CH:24][CH:25]=1. (3) The product is: [C:1]([C:5]1[O:9][N:8]=[C:7]([C:10]2[CH:15]=[C:14]([O:20][CH2:21][CH:22]3[CH2:27][O:26][CH2:25][CH2:24][NH:23]3)[C:13]([CH:17]3[CH2:19][CH2:18]3)=[CH:12][N:11]=2)[N:6]=1)([CH3:4])([CH3:3])[CH3:2]. Given the reactants [C:1]([C:5]1[O:9][N:8]=[C:7]([C:10]2[CH:15]=[C:14](Cl)[C:13]([CH:17]3[CH2:19][CH2:18]3)=[CH:12][N:11]=2)[N:6]=1)([CH3:4])([CH3:3])[CH3:2].[OH:20][CH2:21][CH:22]1[CH2:27][O:26][CH2:25][CH2:24][NH:23]1, predict the reaction product. (4) Given the reactants C([O:4][CH2:5][C:6]([CH3:45])([CH3:44])[CH2:7][N:8]1[C:14]2[CH:15]=[CH:16][C:17]([Cl:19])=[CH:18][C:13]=2[C@@H:12]([C:20]2[CH:25]=[CH:24][CH:23]=[C:22]([O:26][CH3:27])[C:21]=2[O:28][CH3:29])[O:11][C@H:10]([CH2:30][C:31]2[O:35][C:34](CCC(OCC)=O)=[N:33][N:32]=2)[C:9]1=[O:43])(=O)C.[OH-:46].[Na+], predict the reaction product. The product is: [Cl:19][C:17]1[CH:16]=[CH:15][C:14]2[N:8]([CH2:7][C:6]([CH3:44])([CH3:45])[CH2:5][OH:4])[C:9](=[O:43])[C@@H:10]([CH2:30][C:31]3[O:35][C:34]([CH:6]([CH3:7])[C:5]([OH:4])=[O:46])=[N:33][N:32]=3)[O:11][C@H:12]([C:20]3[CH:25]=[CH:24][CH:23]=[C:22]([O:26][CH3:27])[C:21]=3[O:28][CH3:29])[C:13]=2[CH:18]=1. (5) Given the reactants [Br:1][C:2]1[CH:10]=[CH:9][C:5]([C:6]([OH:8])=O)=[C:4]([F:11])[CH:3]=1.[NH:12]([C:14]([O:16][C:17]([CH3:20])([CH3:19])[CH3:18])=[O:15])[NH2:13].C1C=NC2N(O)N=NC=2C=1.C(Cl)CCl, predict the reaction product. The product is: [Br:1][C:2]1[CH:10]=[CH:9][C:5]([C:6]([NH:13][NH:12][C:14]([O:16][C:17]([CH3:20])([CH3:19])[CH3:18])=[O:15])=[O:8])=[C:4]([F:11])[CH:3]=1. (6) Given the reactants Cl[C:2]1[N:7]=[C:6]([N:8]([CH3:10])[CH3:9])[CH:5]=[CH:4][N:3]=1.[C:11]([O:15][C:16](=[O:25])[NH:17][C@H:18]1[CH2:23][CH2:22][C@@H:21]([NH2:24])[CH2:20][CH2:19]1)([CH3:14])([CH3:13])[CH3:12].C([O-])(O)=O.[Na+], predict the reaction product. The product is: [C:11]([O:15][C:16](=[O:25])[NH:17][C@H:18]1[CH2:19][CH2:20][C@@H:21]([NH:24][C:2]2[N:7]=[C:6]([N:8]([CH3:10])[CH3:9])[CH:5]=[CH:4][N:3]=2)[CH2:22][CH2:23]1)([CH3:14])([CH3:12])[CH3:13]. (7) Given the reactants [CH:1]([C:3]1[CH:15]=[CH:14][C:6]([C:7]([N:9]([CH2:12][CH3:13])[CH2:10][CH3:11])=[O:8])=[CH:5][CH:4]=1)=[O:2].N1C2C=CC=CC=2N=N1.[CH2:25]([N:28]1[CH2:33][C@H:32]([CH3:34])[NH:31][CH2:30][C@H:29]1[CH3:35])[CH:26]=[CH2:27].[Si]([O:43][C:44]1[CH:45]=[C:46]([Mg]Br)[CH:47]=[CH:48][CH:49]=1)(C(C)(C)C)(C)C.Cl, predict the reaction product. The product is: [CH2:25]([N:28]1[C@H:29]([CH3:35])[CH2:30][N:31]([C@@H:1]([C:48]2[CH:47]=[CH:46][CH:45]=[C:44]([OH:43])[CH:49]=2)[C:3]2[CH:15]=[CH:14][C:6]([C:7]([N:9]([CH2:12][CH3:13])[CH2:10][CH3:11])=[O:8])=[CH:5][CH:4]=2)[C@@H:32]([CH3:34])[CH2:33]1)[CH:26]=[CH2:27].[CH:1]([C:3]1[CH:15]=[CH:14][C:6]([C:7]([N:9]([CH2:10][CH3:11])[CH2:12][CH3:13])=[O:8])=[CH:5][CH:4]=1)=[O:2]. (8) Given the reactants Br[C:2]1[CH:7]=[CH:6][C:5]([C:8]2[NH:12][C:11]([C@@H:13]3[CH2:17][C@H:16]([CH3:18])[CH2:15][N:14]3[C:19]([O:21][C:22]([CH3:25])([CH3:24])[CH3:23])=[O:20])=[N:10][CH:9]=2)=[CH:4][CH:3]=1.[B:26]1([B:26]2[O:30][C:29]([CH3:32])([CH3:31])[C:28]([CH3:34])([CH3:33])[O:27]2)[O:30][C:29]([CH3:32])([CH3:31])[C:28]([CH3:34])([CH3:33])[O:27]1.CC([O-])=O.[K+], predict the reaction product. The product is: [CH3:18][C@@H:16]1[CH2:15][N:14]([C:19]([O:21][C:22]([CH3:25])([CH3:24])[CH3:23])=[O:20])[C@H:13]([C:11]2[NH:12][C:8]([C:5]3[CH:6]=[CH:7][C:2]([B:26]4[O:30][C:29]([CH3:32])([CH3:31])[C:28]([CH3:34])([CH3:33])[O:27]4)=[CH:3][CH:4]=3)=[CH:9][N:10]=2)[CH2:17]1.